The task is: Predict the reactants needed to synthesize the given product.. This data is from Full USPTO retrosynthesis dataset with 1.9M reactions from patents (1976-2016). Given the product [Cl:12][C:13]1[CH:14]=[C:15]([CH:36]=[CH:37][C:38]=1[O:39][CH3:40])[CH2:16][NH:17][C:18]1[C:19]2[C:31]3[CH2:32][CH2:33][CH2:34][CH2:35][C:30]=3[S:29][C:20]=2[N:21]=[C:22]([CH2:24][CH2:25][C:26]#[N:28])[N:23]=1, predict the reactants needed to synthesize it. The reactants are: CN(C=O)C.C(Cl)(=O)C(Cl)=O.[Cl:12][C:13]1[CH:14]=[C:15]([CH:36]=[CH:37][C:38]=1[O:39][CH3:40])[CH2:16][NH:17][C:18]1[C:19]2[C:31]3[CH2:32][CH2:33][CH2:34][CH2:35][C:30]=3[S:29][C:20]=2[N:21]=[C:22]([CH2:24][CH2:25][C:26]([NH2:28])=O)[N:23]=1.